From a dataset of Reaction yield outcomes from USPTO patents with 853,638 reactions. Predict the reaction yield, written as a fraction of the theoretical maximum amount of product (1.0 means a 100% yield; for example, 0.34 means a 34% yield). (1) The reactants are [CH3:1][C:2]1[C:6]([C:7]2[CH:19]=[C:18]([C:20]([NH2:22])=[O:21])[C:17]3[C:16]4[C:11](=[CH:12][C:13]([C:23]([OH:26])([CH3:25])[CH3:24])=[CH:14][CH:15]=4)[NH:10][C:9]=3[CH:8]=2)=[C:5]([CH3:27])[O:4][N:3]=1.CC1C=CC(S(O[CH2:39][C@@:40]2([F:47])[CH2:45][C@H:44]3[O:46][C@@H:41]2[CH2:42][CH2:43]3)(=O)=O)=CC=1.C([O-])([O-])=O.[Cs+].[Cs+]. The catalyst is CN(C=O)C. The product is [CH3:27][C:5]1[O:4][N:3]=[C:2]([CH3:1])[C:6]=1[C:7]1[CH:19]=[C:18]([C:20]([NH2:22])=[O:21])[C:17]2[C:16]3[C:11](=[CH:12][C:13]([C:23]([OH:26])([CH3:24])[CH3:25])=[CH:14][CH:15]=3)[N:10]([CH2:39][C@@:40]3([F:47])[CH2:45][C@H:44]4[O:46][C@@H:41]3[CH2:42][CH2:43]4)[C:9]=2[CH:8]=1. The yield is 0.485. (2) The reactants are [OH:1][CH:2]1[CH2:7][CH2:6][NH:5][CH2:4][CH2:3]1.O=[C:9]1[CH2:14][CH2:13][N:12]([C:15]([O:17][C:18]([CH3:21])([CH3:20])[CH3:19])=[O:16])[CH2:11][CH2:10]1.[C-:22]#[N:23].C([Al+]CC)C.C1(C)C=CC=CC=1. The catalyst is ClCCCl.CCOC(C)=O.CC(C)[O-].[Ti+4].CC(C)[O-].CC(C)[O-].CC(C)[O-]. The product is [C:22]([C:9]1([N:5]2[CH2:6][CH2:7][CH:2]([OH:1])[CH2:3][CH2:4]2)[CH2:14][CH2:13][N:12]([C:15]([O:17][C:18]([CH3:21])([CH3:20])[CH3:19])=[O:16])[CH2:11][CH2:10]1)#[N:23]. The yield is 0.950. (3) No catalyst specified. The product is [F:6][C:7]1[CH:15]=[C:14]2[C:10]([C:11]([CH:29]=[O:30])=[CH:12][NH:13]2)=[CH:9][C:8]=1[C:16]1[CH:21]=[CH:20][C:19]([O:22][CH3:23])=[CH:18][CH:17]=1. The reactants are P(Cl)(Cl)(Cl)=O.[F:6][C:7]1[CH:15]=[C:14]2[C:10]([CH:11]=[CH:12][NH:13]2)=[CH:9][C:8]=1[C:16]1[CH:21]=[CH:20][C:19]([O:22][CH3:23])=[CH:18][CH:17]=1.[OH-].[Na+].CN([CH:29]=[O:30])C. The yield is 0.650. (4) The reactants are Cl[C:2]1[C:12]([N+:13]([O-])=O)=[CH:11][C:5]([C:6]([O:8][CH2:9][CH3:10])=[O:7])=[CH:4][N:3]=1.[CH:16]1([NH2:22])[CH2:21][CH2:20][CH2:19][CH2:18][CH2:17]1. The catalyst is CS(C)=O.O. The product is [NH2:13][C:12]1[C:2]([NH:22][CH:16]2[CH2:21][CH2:20][CH2:19][CH2:18][CH2:17]2)=[N:3][CH:4]=[C:5]([CH:11]=1)[C:6]([O:8][CH2:9][CH3:10])=[O:7]. The yield is 0.740. (5) The yield is 0.950. The catalyst is C1(C)C=CC=CC=1.C(P(C(C)(C)C)C(C)(C)C)(C)(C)C. The reactants are [C:1]1([C:8]2[CH:13]=[CH:12][CH:11]=[CH:10][CH:9]=2)[C:2]([NH2:7])=[CH:3][CH:4]=[CH:5][CH:6]=1.Br[C:15]1[CH:20]=[CH:19][CH:18]=[CH:17][CH:16]=1.C(O[Na])(C)(C)C. The product is [C:15]1([NH:7][C:2]2[C:1]([C:8]3[CH:9]=[CH:10][CH:11]=[CH:12][CH:13]=3)=[CH:6][CH:5]=[CH:4][CH:3]=2)[CH:20]=[CH:19][CH:18]=[CH:17][CH:16]=1. (6) The reactants are [CH2:1]([O:3][C:4]([C:6]1[N:7]=[C:8](I)[C:9]2[C:14]([C:15]=1[OH:16])=[CH:13][CH:12]=[C:11]([Br:17])[CH:10]=2)=[O:5])[CH3:2].[CH3:19][N:20]1C(=O)CCC1. The catalyst is ClCCl. The product is [CH2:1]([O:3][C:4]([C:6]1[N:7]=[C:8]([C:19]#[N:20])[C:9]2[C:14]([C:15]=1[OH:16])=[CH:13][CH:12]=[C:11]([Br:17])[CH:10]=2)=[O:5])[CH3:2]. The yield is 0.850. (7) The reactants are [C:1]([O:5][C:6](=[O:29])[C:7]([O:10]/[N:11]=[C:12](/[C:16]1[N:20]=[C:19]([NH:21][C:22]([O:24][C:25]([CH3:28])([CH3:27])[CH3:26])=[O:23])[S:18][N:17]=1)\[C:13](O)=[O:14])([CH3:9])[CH3:8])([CH3:4])([CH3:3])[CH3:2].CCN(C(C)C)C(C)C.CN(C(ON1N=NC2C=CC=NC1=2)=[N+](C)C)C.F[P-](F)(F)(F)(F)F.[N:63]1([CH2:68][C@H:69]2[NH:72][C:71](=[O:73])[C@H:70]2[NH2:74])[CH:67]=[N:66][CH:65]=[N:64]1. The catalyst is C(Cl)Cl.CN(C=O)C.C(Cl)Cl.CCOC(C)=O. The product is [N:63]1([CH2:68][C@@H:69]2[C@H:70]([NH:74][C:13](=[O:14])/[C:12](=[N:11]\[O:10][C:7]([CH3:8])([CH3:9])[C:6]([O:5][C:1]([CH3:2])([CH3:3])[CH3:4])=[O:29])/[C:16]3[N:20]=[C:19]([NH:21][C:22]([O:24][C:25]([CH3:28])([CH3:26])[CH3:27])=[O:23])[S:18][N:17]=3)[C:71](=[O:73])[NH:72]2)[CH:67]=[N:66][CH:65]=[N:64]1. The yield is 0.580.